From a dataset of Reaction yield outcomes from USPTO patents with 853,638 reactions. Predict the reaction yield, written as a fraction of the theoretical maximum amount of product (1.0 means a 100% yield; for example, 0.34 means a 34% yield). (1) The reactants are [CH2:1]([O:3][C:4](=[O:12])[C:5](=O)[C:6]([O:8][CH2:9][CH3:10])=[O:7])[CH3:2].[CH2:13]([OH:15])C.Cl.C[NH:18]O.N1C=CC=CC=1. The catalyst is C(#N)C. The product is [CH2:9]([O:8][C:6](=[O:7])[C:5](=[N:18][O:15][CH3:13])[C:4]([O:3][CH2:1][CH3:2])=[O:12])[CH3:10]. The yield is 0.966. (2) The catalyst is C(O)C.N1CCCCC1. The product is [N:18]1([CH2:23][CH2:24][NH:25][C:26]([C:28]2[CH:32]=[C:31]([CH3:33])[NH:30][C:29]=2[CH:34]=[C:10]2[C:9]3[C:13](=[CH:14][CH:15]=[CH:16][C:8]=3[C:4]3[CH:5]=[CH:6][CH:7]=[C:2]([Cl:1])[CH:3]=3)[NH:12][C:11]2=[O:17])=[O:27])[CH:22]=[CH:21][N:20]=[N:19]1. The yield is 0.540. The reactants are [Cl:1][C:2]1[CH:3]=[C:4]([C:8]2[CH:16]=[CH:15][CH:14]=[C:13]3[C:9]=2[CH2:10][C:11](=[O:17])[NH:12]3)[CH:5]=[CH:6][CH:7]=1.[N:18]1([CH2:23][CH2:24][NH:25][C:26]([C:28]2[CH:32]=[C:31]([CH3:33])[NH:30][C:29]=2[CH:34]=O)=[O:27])[CH:22]=[CH:21][N:20]=[N:19]1. (3) The reactants are [CH3:1][C:2]1[N:6]([CH2:7][C:8]2[C:17]3[C:12](=[CH:13][CH:14]=[CH:15][CH:16]=3)[CH:11]=[CH:10][CH:9]=2)[C:5]2[CH:18]=[C:19]([N:23]3[CH2:28][CH2:27][O:26][CH2:25][CH2:24]3)[CH:20]=[C:21](N)[C:4]=2[N:3]=1.N([O-])=O.[Na+].[Na+].[Br-:34].C([O-])(O)=O.[Na+]. The product is [Br:34][C:21]1[C:4]2[N:3]=[C:2]([CH3:1])[N:6]([CH2:7][C:8]3[C:17]4[C:12](=[CH:13][CH:14]=[CH:15][CH:16]=4)[CH:11]=[CH:10][CH:9]=3)[C:5]=2[CH:18]=[C:19]([N:23]2[CH2:28][CH2:27][O:26][CH2:25][CH2:24]2)[CH:20]=1. The yield is 0.550. The catalyst is Br. (4) The reactants are [CH3:1][N:2]1[CH2:7][CH2:6][N:5]([C:8]2[N:13]=[CH:12][C:11]([C:14]3[N:18]4[CH:19]=[CH:20][CH:21]=[CH:22][C:17]4=[N:16][C:15]=3[C:23](OCC)=[O:24])=[CH:10][CH:9]=2)[CH2:4][CH2:3]1.[BH4-].[Li+].[OH-].[Na+]. The catalyst is CO. The product is [CH3:1][N:2]1[CH2:7][CH2:6][N:5]([C:8]2[N:13]=[CH:12][C:11]([C:14]3[N:18]4[CH:19]=[CH:20][CH:21]=[CH:22][C:17]4=[N:16][C:15]=3[CH2:23][OH:24])=[CH:10][CH:9]=2)[CH2:4][CH2:3]1. The yield is 0.230. (5) The reactants are [H-].[Al+3].[Li+].[H-].[H-].[H-].[O:7]([CH:25]([C:29]1[CH:34]=[CH:33][N:32]=[CH:31][CH:30]=1)[CH2:26][C:27]#[N:28])[Si:8]([C:21]([CH3:24])([CH3:23])[CH3:22])([C:15]1[CH:20]=[CH:19][CH:18]=[CH:17][CH:16]=1)[C:9]1[CH:14]=[CH:13][CH:12]=[CH:11][CH:10]=1.C(OCC)(=O)C.[OH-].[Na+]. The catalyst is C(OCC)C.O. The product is [Si:8]([O:7][CH:25]([C:29]1[CH:34]=[CH:33][N:32]=[CH:31][CH:30]=1)[CH2:26][CH2:27][NH2:28])([C:21]([CH3:23])([CH3:24])[CH3:22])([C:15]1[CH:20]=[CH:19][CH:18]=[CH:17][CH:16]=1)[C:9]1[CH:10]=[CH:11][CH:12]=[CH:13][CH:14]=1. The yield is 0.178. (6) The reactants are [Mg].[Li+].[Cl-].CC(C[AlH]CC(C)C)C.Br[C:14]1[CH:15]=[C:16]([CH3:24])[C:17]([O:22][CH3:23])=[C:18]([CH:21]=1)[C:19]#[N:20].[Br:25][C:26]1[CH:27]=[C:28]([C:32]([C:40]2[CH:45]=[CH:44][CH:43]=[C:42]([F:46])[C:41]=2[C:47]#[N:48])=[N:33]S(C(C)(C)C)=O)[CH:29]=[CH:30][CH:31]=1.Cl. The catalyst is C1COCC1.CO. The product is [NH2:48][C:47]1[C:41]2[C:40](=[CH:45][CH:44]=[CH:43][C:42]=2[F:46])[C:32]([C:14]2[CH:15]=[C:16]([CH3:24])[C:17]([O:22][CH3:23])=[C:18]([CH:21]=2)[C:19]#[N:20])([C:28]2[CH:29]=[CH:30][CH:31]=[C:26]([Br:25])[CH:27]=2)[N:33]=1. The yield is 0.320.